This data is from Catalyst prediction with 721,799 reactions and 888 catalyst types from USPTO. The task is: Predict which catalyst facilitates the given reaction. (1) Reactant: [NH2:1][CH:2]([CH:8]1[CH2:11][CH2:10][CH2:9]1)[CH2:3][C:4]([O:6][CH3:7])=[O:5].[Cl:12][C:13]1[N:18]=[C:17](Cl)[C:16]([F:20])=[CH:15][N:14]=1.C(N(CC)CC)C. Product: [Cl:12][C:13]1[N:18]=[C:17]([NH:1][CH:2]([CH:8]2[CH2:9][CH2:10][CH2:11]2)[CH2:3][C:4]([O:6][CH3:7])=[O:5])[C:16]([F:20])=[CH:15][N:14]=1. The catalyst class is: 219. (2) Reactant: [K].[CH2:2]([O:4][C:5](=[O:23])[CH2:6][C:7]([C:9]1[CH:14]=[CH:13][C:12]([O:15][CH2:16][C:17]2[CH:22]=[CH:21][CH:20]=[CH:19][CH:18]=2)=[CH:11][CH:10]=1)=[O:8])[CH3:3].[CH:24]1([CH2:30][CH2:31]Br)[CH2:29][CH2:28][CH2:27][CH2:26][CH2:25]1.[I-].[K+]. Product: [CH2:2]([O:4][C:5](=[O:23])[CH:6]([C:7](=[O:8])[C:9]1[CH:14]=[CH:13][C:12]([O:15][CH2:16][C:17]2[CH:22]=[CH:21][CH:20]=[CH:19][CH:18]=2)=[CH:11][CH:10]=1)[CH2:31][CH2:30][CH:24]1[CH2:29][CH2:28][CH2:27][CH2:26][CH2:25]1)[CH3:3]. The catalyst class is: 9. (3) Reactant: [Cl:1][C:2]1[CH:7]=[CH:6][C:5]([CH:8]([C:20]2[CH:25]=[CH:24][C:23]([Cl:26])=[CH:22][CH:21]=2)[C:9]2[CH:10]=[C:11]3[C:16](=[CH:17][CH:18]=2)[N:15]=[CH:14][N:13]=[C:12]3Cl)=[CH:4][CH:3]=1.Cl.[NH2:28][CH:29]1[CH2:34][CH2:33][N:32]([S:35]([CH2:38][C:39]([OH:41])=[O:40])(=[O:37])=[O:36])[CH2:31][CH2:30]1.[CH2:42](N(CC)CC)[CH3:43]. Product: [Cl:1][C:2]1[CH:7]=[CH:6][C:5]([CH:8]([C:20]2[CH:21]=[CH:22][C:23]([Cl:26])=[CH:24][CH:25]=2)[C:9]2[CH:10]=[C:11]3[C:16](=[CH:17][CH:18]=2)[N:15]=[CH:14][N:13]=[C:12]3[NH:28][CH:29]2[CH2:34][CH2:33][N:32]([S:35]([CH2:38][C:39]([O:41][CH2:42][CH3:43])=[O:40])(=[O:36])=[O:37])[CH2:31][CH2:30]2)=[CH:4][CH:3]=1. The catalyst class is: 41. (4) Reactant: C(OC([NH:11][C:12]1[CH:13]=[C:14]2[C:18](=[CH:19][CH:20]=1)[N:17](C(OCC1C=CC=CC=1)=O)[C@H:16]([CH3:31])[CH2:15]2)=O)C1C=CC=CC=1.[H][H]. Product: [CH3:31][C@@H:16]1[CH2:15][C:14]2[C:18](=[CH:19][CH:20]=[C:12]([NH2:11])[CH:13]=2)[NH:17]1. The catalyst class is: 358. (5) Reactant: [C:1]1([NH2:8])[CH:6]=[CH:5][CH:4]=[CH:3][C:2]=1[NH2:7].[CH3:9][C:10]([CH3:15])=[CH:11][C:12](O)=[O:13]. Product: [CH3:9][C:10]1([CH3:15])[CH2:11][C:12](=[O:13])[NH:8][C:1]2[CH:6]=[CH:5][CH:4]=[CH:3][C:2]=2[NH:7]1. The catalyst class is: 22. (6) Reactant: [N+:1]([C:4]1[CH:12]=[CH:11][C:7]2[NH:8][CH:9]=[N:10][C:6]=2[CH:5]=1)([O-])=O. Product: [NH:8]1[C:7]2[CH:11]=[CH:12][C:4]([NH2:1])=[CH:5][C:6]=2[N:10]=[CH:9]1. The catalyst class is: 19.